From a dataset of Forward reaction prediction with 1.9M reactions from USPTO patents (1976-2016). Predict the product of the given reaction. (1) The product is: [Cl:1][C:2]1[CH:8]=[CH:7][C:5]([N:6]2[CH:15]([CH:9]3[CH2:14][CH2:13][CH2:12][CH2:11][CH2:10]3)[C:27]([C:26](=[O:35])[CH2:25][CH2:24][C:21]3[CH:20]=[CH:19][C:18]([OH:17])=[CH:23][CH:22]=3)=[C:28]([OH:34])[C:29]2=[O:31])=[CH:4][CH:3]=1. Given the reactants [Cl:1][C:2]1[CH:8]=[CH:7][C:5]([NH2:6])=[CH:4][CH:3]=1.[CH:9]1([CH:15]=O)[CH2:14][CH2:13][CH2:12][CH2:11][CH2:10]1.[OH:17][C:18]1[CH:23]=[CH:22][C:21]([CH2:24][CH2:25][C:26](=[O:35])[CH2:27][C:28](=[O:34])[C:29]([O:31]CC)=O)=[CH:20][CH:19]=1, predict the reaction product. (2) Given the reactants [NH2:1][C@:2]([C:9]1[CH:14]=[CH:13][CH:12]=[CH:11][CH:10]=1)([CH3:8])[C:3](OCC)=[O:4].[BH4-].[Na+], predict the reaction product. The product is: [NH2:1][C@:2]([C:9]1[CH:14]=[CH:13][CH:12]=[CH:11][CH:10]=1)([CH3:8])[CH2:3][OH:4]. (3) The product is: [C:1]([O:5][C:6](=[O:31])[NH:7][CH2:8][CH2:9][O:10][NH:11][C:12]([C@@H:14]1[CH2:20][CH2:19][C@@H:18]2[CH2:21][N:15]1[C:16](=[O:30])[N:17]2[OH:22])=[O:13])([CH3:4])([CH3:2])[CH3:3]. Given the reactants [C:1]([O:5][C:6](=[O:31])[NH:7][CH2:8][CH2:9][O:10][NH:11][C:12]([C@@H:14]1[CH2:20][CH2:19][C@@H:18]2[CH2:21][N:15]1[C:16](=[O:30])[N:17]2[O:22]CC1C=CC=CC=1)=[O:13])([CH3:4])([CH3:3])[CH3:2].O, predict the reaction product. (4) The product is: [CH2:15]([S:17][C:2]1[C:7]([I:8])=[CH:6][CH:5]=[CH:4][N:3]=1)[CH3:16]. Given the reactants F[C:2]1[C:7]([I:8])=[CH:6][CH:5]=[CH:4][N:3]=1.C([O-])([O-])=O.[Cs+].[Cs+].[CH2:15]([SH:17])[CH3:16], predict the reaction product. (5) Given the reactants Cl[C:2]1[CH:3]=[C:4]2[N:11]([CH3:12])[CH2:10][CH2:9][N:5]2[C:6](=[O:8])[N:7]=1.[H-].[Na+].[F:15][C:16]1[CH:17]=[C:18]([CH2:35][OH:36])[CH:19]=[C:20]([F:34])[C:21]=1[O:22][C:23]1[CH:28]=[CH:27][C:26]([F:29])=[C:25]([C:30]([F:33])([F:32])[F:31])[CH:24]=1, predict the reaction product. The product is: [F:15][C:16]1[CH:17]=[C:18]([CH:19]=[C:20]([F:34])[C:21]=1[O:22][C:23]1[CH:28]=[CH:27][C:26]([F:29])=[C:25]([C:30]([F:33])([F:31])[F:32])[CH:24]=1)[CH2:35][O:36][C:2]1[CH:3]=[C:4]2[N:11]([CH3:12])[CH2:10][CH2:9][N:5]2[C:6](=[O:8])[N:7]=1. (6) Given the reactants I[C:2]1[CH:7]=[C:6]([CH3:8])[N:5]=[CH:4][C:3]=1[NH:9][CH3:10].[F:11][C:12]1[CH:17]=[CH:16][C:15](B(O)O)=[C:14]([O:21][CH3:22])[CH:13]=1, predict the reaction product. The product is: [F:11][C:12]1[CH:17]=[CH:16][C:15]([C:2]2[CH:7]=[C:6]([CH3:8])[N:5]=[CH:4][C:3]=2[NH:9][CH3:10])=[C:14]([O:21][CH3:22])[CH:13]=1. (7) Given the reactants [NH:1]1[CH:5]=[C:4]([CH2:6][CH2:7][CH2:8][CH2:9][CH2:10][CH:11]2[CH2:16][CH2:15][N:14](C(OC(C)(C)C)=O)[CH2:13][CH2:12]2)[N:3]=[N:2]1.Cl.O1CCOCC1, predict the reaction product. The product is: [NH:1]1[CH:5]=[C:4]([CH2:6][CH2:7][CH2:8][CH2:9][CH2:10][CH:11]2[CH2:16][CH2:15][NH:14][CH2:13][CH2:12]2)[N:3]=[N:2]1. (8) Given the reactants [NH2:1][C:2]1[CH:9]=[CH:8][C:7]([Cl:10])=[CH:6][C:3]=1[C:4]#N.[CH:11]1([Mg]Br)[CH2:13][CH2:12]1.Cl.C(=O)([O-])[OH:18].[Na+], predict the reaction product. The product is: [NH2:1][C:2]1[CH:9]=[CH:8][C:7]([Cl:10])=[CH:6][C:3]=1[C:4]([CH:11]1[CH2:13][CH2:12]1)=[O:18]. (9) Given the reactants [CH2:1]([O:3][C:4]([C:6]1[C:12]2[NH:13][C:14]3[CH:15]=[CH:16][CH:17]=[C:18](OCC4C=CC=CC=4)[C:19]=3[C:11]=2[CH2:10][CH2:9][NH:8][CH:7]=1)=[O:5])[CH3:2].Cl.[CH2:29]([O:36]C1C=CC=C2C=1C(CCN)=CN2)[C:30]1[CH:35]=[CH:34][CH:33]=[CH:32][CH:31]=1, predict the reaction product. The product is: [CH2:1]([O:3][C:4]([C:6]1[C:12]2[NH:13][C:14]3[C:15]([O:36][CH2:29][C:30]4[CH:35]=[CH:34][CH:33]=[CH:32][CH:31]=4)=[CH:16][CH:17]=[CH:18][C:19]=3[C:11]=2[CH2:10][CH2:9][NH:8][CH:7]=1)=[O:5])[CH3:2].